This data is from Reaction yield outcomes from USPTO patents with 853,638 reactions. The task is: Predict the reaction yield, written as a fraction of the theoretical maximum amount of product (1.0 means a 100% yield; for example, 0.34 means a 34% yield). (1) The reactants are [NH2:1][C:2]1[CH:3]=[N:4][C:5]([N:8]2[CH2:13][CH2:12][O:11][CH2:10][CH2:9]2)=[CH:6][CH:7]=1.C(N(CC)CC)C.[Cl-].ClC1N(C)CC[NH+]1C.[CH3:30][O:31][C:32]1[C:33](=[O:56])[C:34]([CH3:55])=[C:35]([CH2:41][C:42]2[CH:43]=[CH:44][C:45]([O:51][C:52](=[O:54])[CH3:53])=[C:46]([CH:50]=2)[C:47](O)=[O:48])[C:36](=[O:40])[C:37]=1[O:38][CH3:39]. The catalyst is C(Cl)Cl. The product is [O:11]1[CH2:10][CH2:9][N:8]([C:5]2[N:4]=[CH:3][C:2]([NH:1][C:47](=[O:48])[C:46]3[CH:50]=[C:42]([CH2:41][C:35]4[C:36](=[O:40])[C:37]([O:38][CH3:39])=[C:32]([O:31][CH3:30])[C:33](=[O:56])[C:34]=4[CH3:55])[CH:43]=[CH:44][C:45]=3[O:51][C:52](=[O:54])[CH3:53])=[CH:7][CH:6]=2)[CH2:13][CH2:12]1. The yield is 0.590. (2) The reactants are CN(C)C=O.[N:6]1[CH:11]=[CH:10][CH:9]=[CH:8][C:7]=1[S:12]([CH:15]([NH:27][CH2:28][C:29]1[CH:34]=[CH:33][C:32]([C:35]2[S:36][CH:37]=[CH:38][N:39]=2)=[CH:31][CH:30]=1)[C:16]1[N:21]=[C:20]([NH:22][CH2:23][C:24]([OH:26])=[O:25])[CH:19]=[CH:18][CH:17]=1)(=[O:14])=[O:13].C(=O)([O-])[O-].[K+].[K+].[CH2:46]([O:53][CH2:54][CH2:55][O:56][CH2:57][CH2:58][O:59][CH2:60][CH2:61]CS([O-])(=O)=O)[C:47]1[CH:52]=[CH:51][CH:50]=[CH:49][CH:48]=1. The catalyst is O. The product is [CH2:46]([O:53][CH2:54][CH2:55][O:56][CH2:57][CH2:58][O:59][CH2:60][CH2:61][CH:23]([NH:22][C:20]1[CH:19]=[CH:18][CH:17]=[C:16]([CH:15]([S:12]([C:7]2[CH:8]=[CH:9][CH:10]=[CH:11][N:6]=2)(=[O:14])=[O:13])[NH:27][CH2:28][C:29]2[CH:34]=[CH:33][C:32]([C:35]3[S:36][CH:37]=[CH:38][N:39]=3)=[CH:31][CH:30]=2)[N:21]=1)[C:24]([OH:26])=[O:25])[C:47]1[CH:52]=[CH:51][CH:50]=[CH:49][CH:48]=1. The yield is 0.990. (3) No catalyst specified. The product is [F:15][C:16]([F:27])([F:28])[O:17][C:18]1[CH:23]=[C:22]([C:2]2[N:7]=[N:6][C:5]([NH2:8])=[N:4][C:3]=2[C:9]2[CH:14]=[CH:13][CH:12]=[CH:11][CH:10]=2)[CH:21]=[CH:20][CH:19]=1. The reactants are Br[C:2]1[N:7]=[N:6][C:5]([NH2:8])=[N:4][C:3]=1[C:9]1[CH:14]=[CH:13][CH:12]=[CH:11][CH:10]=1.[F:15][C:16]([F:28])([F:27])[O:17][C:18]1[CH:19]=[C:20](B(O)O)[CH:21]=[CH:22][CH:23]=1. The yield is 0.250. (4) The catalyst is Cl.O1CCOCC1. The yield is 1.00. The reactants are [C:1]([C:4]1[C:9]([O:10][CH2:11][CH2:12][NH:13]C(=O)OC(C)(C)C)=[C:8]([CH:21]=O)[C:7]([CH3:23])=[C:6]([Cl:24])[CH:5]=1)(=[O:3])[CH3:2]. The product is [Cl:24][C:6]1[CH:5]=[C:4]([C:1](=[O:3])[CH3:2])[C:9]2[O:10][CH2:11][CH2:12][N:13]=[CH:21][C:8]=2[C:7]=1[CH3:23]. (5) The reactants are [F:1][C:2]([F:18])([C:6]1[CH:7]=[C:8]2[C:13](=[CH:14][CH:15]=1)[N:12]=[CH:11][C:10]([O:16][CH3:17])=[CH:9]2)[C:3]([OH:5])=O.S(Cl)(Cl)=O.C(N(CC)CC)C.[F:30][C:31]1[C:32]([NH:43][NH2:44])=[N:33][CH:34]=[C:35]([C:37]2[CH:38]=[N:39][N:40]([CH3:42])[CH:41]=2)[CH:36]=1. The catalyst is CN(C)C1C=CN=CC=1.C(Cl)Cl.CO.CN(C=O)C. The product is [F:18][C:2]([F:1])([C:6]1[CH:7]=[C:8]2[C:13](=[CH:14][CH:15]=1)[N:12]=[CH:11][C:10]([O:16][CH3:17])=[CH:9]2)[C:3]([NH:44][NH:43][C:32]1[C:31]([F:30])=[CH:36][C:35]([C:37]2[CH:38]=[N:39][N:40]([CH3:42])[CH:41]=2)=[CH:34][N:33]=1)=[O:5]. The yield is 0.331.